From a dataset of NCI-60 drug combinations with 297,098 pairs across 59 cell lines. Regression. Given two drug SMILES strings and cell line genomic features, predict the synergy score measuring deviation from expected non-interaction effect. (1) Drug 1: CC1OCC2C(O1)C(C(C(O2)OC3C4COC(=O)C4C(C5=CC6=C(C=C35)OCO6)C7=CC(=C(C(=C7)OC)O)OC)O)O. Drug 2: CC(C)(C#N)C1=CC(=CC(=C1)CN2C=NC=N2)C(C)(C)C#N. Cell line: PC-3. Synergy scores: CSS=19.1, Synergy_ZIP=-3.82, Synergy_Bliss=-0.0527, Synergy_Loewe=-0.381, Synergy_HSA=0.285. (2) Drug 1: COC1=NC(=NC2=C1N=CN2C3C(C(C(O3)CO)O)O)N. Drug 2: C1=CC=C(C=C1)NC(=O)CCCCCCC(=O)NO. Cell line: NCI/ADR-RES. Synergy scores: CSS=55.0, Synergy_ZIP=-1.47, Synergy_Bliss=-2.78, Synergy_Loewe=-52.5, Synergy_HSA=-2.72.